Dataset: NCI-60 drug combinations with 297,098 pairs across 59 cell lines. Task: Regression. Given two drug SMILES strings and cell line genomic features, predict the synergy score measuring deviation from expected non-interaction effect. (1) Drug 1: C1CN1P(=S)(N2CC2)N3CC3. Drug 2: CC12CCC3C(C1CCC2O)C(CC4=C3C=CC(=C4)O)CCCCCCCCCS(=O)CCCC(C(F)(F)F)(F)F. Cell line: CAKI-1. Synergy scores: CSS=15.3, Synergy_ZIP=-4.74, Synergy_Bliss=1.18, Synergy_Loewe=-6.31, Synergy_HSA=0.311. (2) Drug 1: C1=C(C(=O)NC(=O)N1)N(CCCl)CCCl. Drug 2: C1=NC2=C(N1)C(=S)N=CN2. Cell line: RPMI-8226. Synergy scores: CSS=37.8, Synergy_ZIP=-7.14, Synergy_Bliss=-15.4, Synergy_Loewe=-24.3, Synergy_HSA=-14.4. (3) Drug 1: CC1(CCCN1)C2=NC3=C(C=CC=C3N2)C(=O)N. Drug 2: CC1CC(C(C(C=C(C(C(C=CC=C(C(=O)NC2=CC(=O)C(=C(C1)C2=O)OC)C)OC)OC(=O)N)C)C)O)OC. Cell line: NCIH23. Synergy scores: CSS=49.5, Synergy_ZIP=1.30, Synergy_Bliss=-1.78, Synergy_Loewe=-29.5, Synergy_HSA=-1.33. (4) Drug 1: C1=CC(=CC=C1CCCC(=O)O)N(CCCl)CCCl. Drug 2: CC1CCC2CC(C(=CC=CC=CC(CC(C(=O)C(C(C(=CC(C(=O)CC(OC(=O)C3CCCCN3C(=O)C(=O)C1(O2)O)C(C)CC4CCC(C(C4)OC)OCCO)C)C)O)OC)C)C)C)OC. Cell line: COLO 205. Synergy scores: CSS=36.9, Synergy_ZIP=-11.0, Synergy_Bliss=-6.92, Synergy_Loewe=-4.40, Synergy_HSA=-2.79. (5) Drug 1: C1CCC(CC1)NC(=O)N(CCCl)N=O. Drug 2: C1C(C(OC1N2C=NC3=C(N=C(N=C32)Cl)N)CO)O. Cell line: HT29. Synergy scores: CSS=20.6, Synergy_ZIP=-4.04, Synergy_Bliss=3.26, Synergy_Loewe=-2.37, Synergy_HSA=2.86. (6) Drug 1: COC1=C(C=C2C(=C1)N=CN=C2NC3=CC(=C(C=C3)F)Cl)OCCCN4CCOCC4. Drug 2: CC1C(C(CC(O1)OC2CC(OC(C2O)C)OC3=CC4=CC5=C(C(=O)C(C(C5)C(C(=O)C(C(C)O)O)OC)OC6CC(C(C(O6)C)O)OC7CC(C(C(O7)C)O)OC8CC(C(C(O8)C)O)(C)O)C(=C4C(=C3C)O)O)O)O. Cell line: SF-539. Synergy scores: CSS=40.8, Synergy_ZIP=12.0, Synergy_Bliss=17.4, Synergy_Loewe=18.7, Synergy_HSA=18.5. (7) Drug 1: CC1=C(C=C(C=C1)NC(=O)C2=CC=C(C=C2)CN3CCN(CC3)C)NC4=NC=CC(=N4)C5=CN=CC=C5. Drug 2: C1C(C(OC1N2C=NC(=NC2=O)N)CO)O. Cell line: SK-MEL-5. Synergy scores: CSS=-0.917, Synergy_ZIP=0.231, Synergy_Bliss=-0.0867, Synergy_Loewe=-14.0, Synergy_HSA=-4.11.